This data is from Forward reaction prediction with 1.9M reactions from USPTO patents (1976-2016). The task is: Predict the product of the given reaction. (1) Given the reactants [CH3:1][O:2][C:3](=[O:10])[CH2:4][C@H:5]1[CH2:8][C@@H:7]([OH:9])[CH2:6]1.C1(P(C2C=CC=CC=2)C2C=CC=CC=2)C=CC=CC=1.[N+:30]([C:33]1[CH:41]=[CH:40][C:36]([C:37](O)=[O:38])=[CH:35][CH:34]=1)([O-:32])=[O:31].C1(C)C=CC=CC=1, predict the reaction product. The product is: [CH3:1][O:2][C:3]([CH2:4][C@H:5]1[CH2:8][C@H:7]([O:9][C:37](=[O:38])[C:36]2[CH:35]=[CH:34][C:33]([N+:30]([O-:32])=[O:31])=[CH:41][CH:40]=2)[CH2:6]1)=[O:10]. (2) Given the reactants [Br:1][C:2]1[CH:7]=[C:6]([Cl:8])[C:5]([OH:9])=[C:4]([Cl:10])[CH:3]=1.[C:11]([O-])([O-])=O.[K+].[K+].CI, predict the reaction product. The product is: [Br:1][C:2]1[CH:7]=[C:6]([Cl:8])[C:5]([O:9][CH3:11])=[C:4]([Cl:10])[CH:3]=1. (3) Given the reactants [C:1]([O:5][C:6]([N:8]1[CH2:12][CH:11]([CH2:13][NH:14][C:15]2[CH:20]=[CH:19][C:18]([Cl:21])=[CH:17][CH:16]=2)[CH:10]([CH2:22][C:23]2[CH:28]=[CH:27][CH:26]=[CH:25][CH:24]=2)[CH2:9]1)=[O:7])([CH3:4])([CH3:3])[CH3:2].Br[CH2:30][C:31]1[CH:32]=[C:33]([CH:36]=[CH:37][CH:38]=1)[C:34]#[N:35].C([O-])([O-])=O.[K+].[K+].[Na+].[I-], predict the reaction product. The product is: [C:1]([O:5][C:6]([N:8]1[CH2:12][CH:11]([CH2:13][N:14]([C:15]2[CH:16]=[CH:17][C:18]([Cl:21])=[CH:19][CH:20]=2)[CH2:30][C:31]2[CH:38]=[CH:37][CH:36]=[C:33]([C:34]#[N:35])[CH:32]=2)[CH:10]([CH2:22][C:23]2[CH:24]=[CH:25][CH:26]=[CH:27][CH:28]=2)[CH2:9]1)=[O:7])([CH3:4])([CH3:2])[CH3:3]. (4) Given the reactants [Cl:1][C:2]1[CH:7]=[CH:6][C:5]([O:8][C:9]2[CH:14]=[CH:13][C:12]([CH:15]=[CH2:16])=[CH:11][CH:10]=2)=[CH:4][C:3]=1[O:17][C:18]([F:21])([F:20])[F:19].B1C2CCCC1CCC2.[OH-:31].[Na+].OO, predict the reaction product. The product is: [Cl:1][C:2]1[CH:7]=[CH:6][C:5]([O:8][C:9]2[CH:10]=[CH:11][C:12]([CH2:15][CH2:16][OH:31])=[CH:13][CH:14]=2)=[CH:4][C:3]=1[O:17][C:18]([F:20])([F:19])[F:21]. (5) Given the reactants [Cl:1][C:2]1[CH:3]=[CH:4][C:5]([S:8][C:9]2[CH:10]=[N:11][N:12](C3CCCCO3)[C:13]=2[C:14]2[CH:19]=[CH:18][C:17]([CH2:20]Cl)=[CH:16][CH:15]=2)=[N:6][CH:7]=1.[CH3:28][S:29]([OH:31])=[O:30].[Na].O.CN(C=O)C, predict the reaction product. The product is: [Cl:1][C:2]1[CH:3]=[CH:4][C:5]([S:8][C:9]2[C:13]([C:14]3[CH:19]=[CH:18][C:17]([CH2:20][S:29]([CH3:28])(=[O:31])=[O:30])=[CH:16][CH:15]=3)=[N:12][NH:11][CH:10]=2)=[N:6][CH:7]=1.